Dataset: Full USPTO retrosynthesis dataset with 1.9M reactions from patents (1976-2016). Task: Predict the reactants needed to synthesize the given product. (1) The reactants are: [NH2:1][C:2]1[S:3][C:4]([C:11]([NH:13][C:14]2[C:19]([CH3:20])=[CH:18][C:17]([CH3:21])=[CH:16][C:15]=2[CH3:22])=[O:12])=[C:5]([C:7]([F:10])([F:9])[F:8])[N:6]=1.FC(F)(F)[C:25]([O-:27])=[O:26]. Given the product [CH3:22][C:15]1[CH:16]=[C:17]([CH3:21])[CH:18]=[C:19]([CH3:20])[C:14]=1[NH:13][C:11]([C:4]1[S:3][C:2]([NH:1][C:25](=[O:26])[O:27][C:15]([CH3:22])([CH3:16])[CH3:14])=[N:6][C:5]=1[C:7]([F:8])([F:9])[F:10])=[O:12], predict the reactants needed to synthesize it. (2) Given the product [Cl:1][C:2]1[CH:26]=[CH:25][C:5]([O:6][CH:7]2[CH2:12][CH2:11][N:10]([C:13]([C:15]3[CH:16]=[C:17]([CH:22]=[CH:23][CH:24]=3)[C:18]([OH:20])=[O:19])=[O:14])[CH2:9][CH2:8]2)=[CH:4][CH:3]=1, predict the reactants needed to synthesize it. The reactants are: [Cl:1][C:2]1[CH:26]=[CH:25][C:5]([O:6][CH:7]2[CH2:12][CH2:11][N:10]([C:13]([C:15]3[CH:16]=[C:17]([CH:22]=[CH:23][CH:24]=3)[C:18]([O:20]C)=[O:19])=[O:14])[CH2:9][CH2:8]2)=[CH:4][CH:3]=1.[OH-].[Na+].O1CCCC1.Cl. (3) Given the product [OH:89][CH:2]([CH2:3][OH:39])[CH2:1][C:4]1[C:5]([O:16][CH3:17])=[CH:6][C:7]2[CH2:12][O:11][C:10](=[O:13])[N:9]([CH3:14])[C:8]=2[CH:15]=1, predict the reactants needed to synthesize it. The reactants are: [CH2:1]([C:4]1[C:5]([O:16][CH3:17])=[CH:6][C:7]2[CH2:12][O:11][C:10](=[O:13])[N:9]([CH3:14])[C:8]=2[CH:15]=1)[CH:2]=[CH2:3].CC[C@@H]1[C@@H]2C[C@H]([C@@H](OC3C4C(=CC=CC=4)C(O[C@@H](C4C=CN=C5C=4C=C(OC)C=C5)[C@@H]4N5C[C@H](CC)[C@@H](CC5)C4)=NN=3)C3C=CN=C4C=3C=C([O:39]C)C=C4)N(CC2)C1.S([O-])([O-])=O.[Na+].[Na+].[Cl-].[Na+].C(O)(C)(C)C.[OH2:89]. (4) Given the product [CH3:21][O:22][C:23]1[CH:29]=[CH:28][CH:27]=[CH:26][C:24]=1[NH:25][C:15]1[C:16](=[O:19])[C:17](=[O:18])[C:14]=1[NH:13][C:5]1[C:6]([OH:12])=[C:7]([S:8]([NH2:11])(=[O:10])=[O:9])[C:2]([Cl:1])=[CH:3][CH:4]=1, predict the reactants needed to synthesize it. The reactants are: [Cl:1][C:2]1[C:7]([S:8]([NH2:11])(=[O:10])=[O:9])=[C:6]([OH:12])[C:5]([NH:13][C:14]2[C:17](=[O:18])[C:16](=[O:19])[C:15]=2Cl)=[CH:4][CH:3]=1.[CH3:21][O:22][C:23]1[CH:29]=[CH:28][CH:27]=[CH:26][C:24]=1[NH2:25]. (5) Given the product [OH:14][C:11]1([CH2:15][NH:16][C:19](=[O:20])[C:18]([F:25])([F:24])[F:17])[CH2:10][CH2:9][N:8]([C:6]([O:5][C:1]([CH3:4])([CH3:3])[CH3:2])=[O:7])[CH2:13][CH2:12]1, predict the reactants needed to synthesize it. The reactants are: [C:1]([O:5][C:6]([N:8]1[CH2:13][CH2:12][C:11]([CH2:15][NH2:16])([OH:14])[CH2:10][CH2:9]1)=[O:7])([CH3:4])([CH3:3])[CH3:2].[F:17][C:18]([F:25])([F:24])[C:19](OCC)=[O:20].